From a dataset of Tyrosyl-DNA phosphodiesterase HTS with 341,365 compounds. Binary Classification. Given a drug SMILES string, predict its activity (active/inactive) in a high-throughput screening assay against a specified biological target. (1) The molecule is O1C(CCC1)C(=O)N(c1c(n(CC(C)C)c(=O)[nH]c1=O)N)CCOC. The result is 0 (inactive). (2) The molecule is o1c2c(C(N(CCCN3CCOCC3)C2=O)c2ccc(OCC=C)cc2)c(=O)c2c1ccc(c2)C. The result is 0 (inactive). (3) The drug is O1CCN(CC1)c1nc2c(nc1C(C(=O)NCc1occc1)C#N)cccc2. The result is 0 (inactive). (4) The compound is S(CC(OCCCC)=O)c1n[nH]c(=O)[nH]c1=O. The result is 0 (inactive). (5) The compound is S(=O)(=O)(N1C(CC=C(C1c1ccc(cc1)C)C(O)=O)c1ccc(cc1)CC)c1ccc(cc1)C. The result is 0 (inactive).